From a dataset of Forward reaction prediction with 1.9M reactions from USPTO patents (1976-2016). Predict the product of the given reaction. (1) Given the reactants [CH3:1][O:2][C:3]1[CH:4]=[C:5]([NH:9][C:10]2[CH:15]=[C:14]([O:16][C:17]3[CH:22]=[CH:21][C:20]([N+:23]([O-])=O)=[CH:19][CH:18]=3)[N:13]=[CH:12][N:11]=2)[CH:6]=[CH:7][CH:8]=1, predict the reaction product. The product is: [NH2:23][C:20]1[CH:21]=[CH:22][C:17]([O:16][C:14]2[N:13]=[CH:12][N:11]=[C:10]([NH:9][C:5]3[CH:6]=[CH:7][CH:8]=[C:3]([O:2][CH3:1])[CH:4]=3)[CH:15]=2)=[CH:18][CH:19]=1. (2) Given the reactants [NH2:1][C:2]1[CH:7]=[CH:6][C:5]([CH3:8])=[CH:4][N:3]=1.[Cl-].C[Al+]C.[OH:13][CH2:14][C:15]1[O:16][C:17]2[CH:23]=[C:22]([C:24](OCC)=[O:25])[CH:21]=[C:20]([O:29][C:30]3[CH:35]=[CH:34][C:33]([S:36]([CH3:39])(=[O:38])=[O:37])=[CH:32][CH:31]=3)[C:18]=2[CH:19]=1, predict the reaction product. The product is: [OH:13][CH2:14][C:15]1[O:16][C:17]2[CH:23]=[C:22]([C:24]([NH:1][C:2]3[CH:7]=[CH:6][C:5]([CH3:8])=[CH:4][N:3]=3)=[O:25])[CH:21]=[C:20]([O:29][C:30]3[CH:31]=[CH:32][C:33]([S:36]([CH3:39])(=[O:38])=[O:37])=[CH:34][CH:35]=3)[C:18]=2[CH:19]=1. (3) Given the reactants Cl.Cl.[NH2:3][CH:4]([C:16]1[CH:21]=[CH:20][CH:19]=[CH:18][CH:17]=1)[C:5]([O:7][C@@H:8]1[CH:13]2[CH2:14][CH2:15][N:10]([CH2:11][CH2:12]2)[CH2:9]1)=[O:6].C(N(CC)CC)C.[C:29](Cl)(=[O:31])[CH3:30], predict the reaction product. The product is: [C:29]([NH:3][CH:4]([C:16]1[CH:21]=[CH:20][CH:19]=[CH:18][CH:17]=1)[C:5]([O:7][C@@H:8]1[CH:13]2[CH2:12][CH2:11][N:10]([CH2:15][CH2:14]2)[CH2:9]1)=[O:6])(=[O:31])[CH3:30]. (4) The product is: [CH3:1][C:2]1[CH:7]=[C:6]([N+:8]([O-:10])=[O:9])[CH:5]=[CH:4][C:3]=1[N:11]=[C:12]1[N:14]([C@H:15]([CH:17]2[CH2:22][CH2:21][CH2:20][CH2:19][CH2:18]2)[CH3:16])[C:25](=[O:26])[CH2:24][S:13]1. Given the reactants [CH3:1][C:2]1[CH:7]=[C:6]([N+:8]([O-:10])=[O:9])[CH:5]=[CH:4][C:3]=1[N:11]=[C:12]=[S:13].[NH2:14][CH:15]([CH:17]1[CH2:22][CH2:21][CH2:20][CH2:19][CH2:18]1)[CH3:16].Cl[CH2:24][C:25](O)=[O:26], predict the reaction product. (5) Given the reactants [F:1][C:2]([F:28])([F:27])[C:3]1[CH:4]=[C:5]([CH:20]=[C:21]([C:23]([F:26])([F:25])[F:24])[CH:22]=1)[CH2:6][N:7]1[C:11]([C:12]2[CH:13]=[N:14][CH:15]=[CH:16][CH:17]=2)=[C:10]([C:18]#N)[N:9]=[CH:8]1.[OH2:29].S(=O)(=O)(O)O.[C:35]([O-])(O)=[O:36].[Na+], predict the reaction product. The product is: [CH3:35][O:36][C:18]([C:10]1[N:9]=[CH:8][N:7]([CH2:6][C:5]2[CH:4]=[C:3]([C:2]([F:28])([F:27])[F:1])[CH:22]=[C:21]([C:23]([F:26])([F:25])[F:24])[CH:20]=2)[C:11]=1[C:12]1[CH:13]=[N:14][CH:15]=[CH:16][CH:17]=1)=[O:29]. (6) Given the reactants [CH:1]([C:4]1[NH:5][C:6]2[N:7]([CH:22]=1)[C:8](=O)[C:9]([C:15]1[CH:20]=[CH:19][CH:18]=[CH:17][CH:16]=1)=[C:10]([CH3:14])[C:11]=2[C:12]#[N:13])([CH3:3])[CH3:2].P(Cl)(Cl)([Cl:25])=O, predict the reaction product. The product is: [Cl:25][C:8]1[N:7]2[CH:22]=[C:4]([CH:1]([CH3:3])[CH3:2])[N:5]=[C:6]2[C:11]([C:12]#[N:13])=[C:10]([CH3:14])[C:9]=1[C:15]1[CH:20]=[CH:19][CH:18]=[CH:17][CH:16]=1.